Dataset: Catalyst prediction with 721,799 reactions and 888 catalyst types from USPTO. Task: Predict which catalyst facilitates the given reaction. (1) The catalyst class is: 71. Product: [CH:32]1([C:35]2[NH:39][N:38]=[C:37]([NH:40][C:2]3[C:3]4[NH:22][N:21]=[CH:20][C:4]=4[N:5]=[C:6]([C:8]4[CH:13]=[CH:12][CH:11]=[C:10]([C:14]5[CH:15]=[N:16][CH:17]=[CH:18][CH:19]=5)[CH:9]=4)[N:7]=3)[CH:36]=2)[CH2:34][CH2:33]1. Reactant: Cl[C:2]1[C:3]2[C:4](=[CH:20][N:21](CC3C=CC(OC)=CC=3)[N:22]=2)[N:5]=[C:6]([C:8]2[CH:13]=[CH:12][CH:11]=[C:10]([C:14]3[CH:15]=[N:16][CH:17]=[CH:18][CH:19]=3)[CH:9]=2)[N:7]=1.[CH:32]1([C:35]2[NH:39][N:38]=[C:37]([NH2:40])[CH:36]=2)[CH2:34][CH2:33]1.Cl. (2) Reactant: [CH3:1][O:2][C:3]1[CH:18]=[C:17]([N+:19]([O-])=O)[CH:16]=[CH:15][C:4]=1[O:5][CH2:6][CH2:7][N:8]1[CH2:12][CH2:11][CH2:10][C@H:9]1[CH2:13][OH:14]. Product: [NH2:19][C:17]1[CH:16]=[CH:15][C:4]([O:5][CH2:6][CH2:7][N:8]2[CH2:12][CH2:11][CH2:10][C@H:9]2[CH2:13][OH:14])=[C:3]([O:2][CH3:1])[CH:18]=1. The catalyst class is: 98. (3) Reactant: [F:1][C:2]1[CH:7]=[CH:6][C:5]([CH:8]2[N:12]([S:13]([C:16]3[CH:21]=[CH:20][C:19]([CH3:22])=[CH:18][CH:17]=3)(=[O:15])=[O:14])[CH:11]([C:23]([OH:25])=O)[CH2:10][CH2:9]2)=[CH:4][CH:3]=1.S(Cl)([Cl:28])=O. Product: [F:1][C:2]1[CH:7]=[CH:6][C:5]([CH:8]2[N:12]([S:13]([C:16]3[CH:21]=[CH:20][C:19]([CH3:22])=[CH:18][CH:17]=3)(=[O:15])=[O:14])[CH:11]([C:23]([Cl:28])=[O:25])[CH2:10][CH2:9]2)=[CH:4][CH:3]=1. The catalyst class is: 11.